From a dataset of Catalyst prediction with 721,799 reactions and 888 catalyst types from USPTO. Predict which catalyst facilitates the given reaction. (1) Reactant: [H-].[Na+].[CH2:3]([O:10][C:11]1[CH:20]=[C:19]2[C:14]([CH2:15][NH:16][C:17](=O)[NH:18]2)=[CH:13][C:12]=1[O:22][CH3:23])[C:4]1[CH:9]=[CH:8][CH:7]=[CH:6][CH:5]=1.[C:24]([O:30][CH2:31]Cl)(=[O:29])[C:25]([CH3:28])([CH3:27])[CH3:26].Cl.CN(C=[O:38])C. Product: [CH2:3]([O:10][C:11]1[CH:20]=[C:19]2[C:14]([C:15](=[O:38])[N:16]([CH2:31][O:30][C:24](=[O:29])[C:25]([CH3:28])([CH3:27])[CH3:26])[CH:17]=[N:18]2)=[CH:13][C:12]=1[O:22][CH3:23])[C:4]1[CH:9]=[CH:8][CH:7]=[CH:6][CH:5]=1. The catalyst class is: 84. (2) Reactant: C1(C)C=CC=CC=1.[F:8][C:9]1[CH:10]=[C:11]([CH:27]=[CH:28][CH:29]=1)[C:12]([C@@H:14]1[CH2:19][CH2:18][CH2:17][N:16]([C:20]([O:22][C:23]([CH3:26])([CH3:25])[CH3:24])=[O:21])[CH2:15]1)=[O:13].CO. Product: [F:8][C:9]1[CH:10]=[C:11]([C@H:12]([OH:13])[CH:14]2[CH2:19][CH2:18][CH2:17][N:16]([C:20]([O:22][C:23]([CH3:25])([CH3:24])[CH3:26])=[O:21])[CH2:15]2)[CH:27]=[CH:28][CH:29]=1. The catalyst class is: 56.